This data is from Reaction yield outcomes from USPTO patents with 853,638 reactions. The task is: Predict the reaction yield, written as a fraction of the theoretical maximum amount of product (1.0 means a 100% yield; for example, 0.34 means a 34% yield). (1) The reactants are [CH2:1]([C:5]([C:7]1[CH:12]=[CH:11][CH:10]=[CH:9][C:8]=1F)=[O:6])[CH:2]([CH3:4])[CH3:3].[NH:14]1[CH2:19][CH2:18][CH2:17][CH2:16][CH2:15]1.C(=O)([O-])[O-].[K+].[K+].O. The catalyst is CN(C=O)C. The product is [CH2:1]([C:5]([C:7]1[CH:12]=[CH:11][CH:10]=[CH:9][C:8]=1[N:14]1[CH2:19][CH2:18][CH2:17][CH2:16][CH2:15]1)=[O:6])[CH:2]([CH3:4])[CH3:3]. The yield is 0.950. (2) The reactants are CC1C=CC(C([O:8][C@H:9]2[C@@:13]([Cl:15])([F:14])[C@H:12]([N:16]3[CH:21]=[CH:20][C:19](=O)[NH:18][C:17]3=[O:23])[O:11][C@@H:10]2[CH2:24][O:25]C(=O)C2C=CC(C)=CC=2)=O)=CC=1.P(Cl)(Cl)(Cl)=O.[NH:42]1C=NC=N1.N. The catalyst is N1C=CC=CC=1. The product is [NH2:42][C:19]1[CH:20]=[CH:21][N:16]([C@H:12]2[C@:13]([Cl:15])([F:14])[C@H:9]([OH:8])[C@@H:10]([CH2:24][OH:25])[O:11]2)[C:17](=[O:23])[N:18]=1. The yield is 0.830. (3) The reactants are [C:1]([O:5][C:6]([N:8]1[CH2:13][CH2:12][CH:11]([CH2:14][CH2:15][OH:16])[CH2:10][CH2:9]1)=[O:7])([CH3:4])([CH3:3])[CH3:2].[H-].[Na+].[N+:19]([C:22]1[CH:29]=[CH:28][CH:27]=[C:26]([N+]([O-])=O)[C:23]=1[C:24]#[N:25])([O-:21])=[O:20]. The catalyst is CN(C=O)C. The product is [C:1]([O:5][C:6]([N:8]1[CH2:13][CH2:12][CH:11]([CH2:14][CH2:15][O:16][C:26]2[CH:27]=[CH:28][CH:29]=[C:22]([N+:19]([O-:21])=[O:20])[C:23]=2[C:24]#[N:25])[CH2:10][CH2:9]1)=[O:7])([CH3:4])([CH3:3])[CH3:2]. The yield is 0.800. (4) The reactants are Br[C:2]1[CH:7]=[CH:6][C:5]([F:8])=[CH:4][CH:3]=1.[P:9]([O-:16])([O:13][CH2:14][CH3:15])[O:10][CH2:11][CH3:12].C(N(CC)CC)C. The catalyst is [Pd].C1(P(C2C=CC=CC=2)C2C=CC=CC=2)C=CC=CC=1.C1(P(C2C=CC=CC=2)C2C=CC=CC=2)C=CC=CC=1.C1(P(C2C=CC=CC=2)C2C=CC=CC=2)C=CC=CC=1.C1(P(C2C=CC=CC=2)C2C=CC=CC=2)C=CC=CC=1.C(OCC)(=O)C. The product is [CH2:11]([O:10][P:9]([C:2]1[CH:7]=[CH:6][C:5]([F:8])=[CH:4][CH:3]=1)(=[O:16])[O:13][CH2:14][CH3:15])[CH3:12]. The yield is 0.940. (5) The reactants are [OH:1][CH2:2][C:3]([CH3:9])([CH3:8])[C:4]([O:6][CH3:7])=[O:5].[CH3:10][C:11]([Si:14](Cl)([CH3:16])[CH3:15])([CH3:13])[CH3:12].N1C=CN=C1.CN(C=O)C. The catalyst is O. The product is [Si:14]([O:1][CH2:2][C:3]([CH3:9])([CH3:8])[C:4]([O:6][CH3:7])=[O:5])([C:11]([CH3:13])([CH3:12])[CH3:10])([CH3:16])[CH3:15]. The yield is 1.03. (6) The catalyst is O1CCCC1. The product is [CH:1]1([O:6][NH:7][S:29]([C:25]2[CH:26]=[CH:27][CH:28]=[C:23]([N+:20]([O-:22])=[O:21])[CH:24]=2)(=[O:30])=[O:31])[CH2:2][CH2:3][CH2:4][CH2:5]1. The yield is 0.870. The reactants are [CH:1]1([O:6][N:7]2C(=O)C3C(=CC=CC=3)C2=O)[CH2:5][CH2:4][CH2:3][CH2:2]1.NN.[N+:20]([C:23]1[CH:24]=[C:25]([S:29](Cl)(=[O:31])=[O:30])[CH:26]=[CH:27][CH:28]=1)([O-:22])=[O:21].C(N(CC)C(C)C)(C)C.